From a dataset of Reaction yield outcomes from USPTO patents with 853,638 reactions. Predict the reaction yield, written as a fraction of the theoretical maximum amount of product (1.0 means a 100% yield; for example, 0.34 means a 34% yield). (1) The reactants are [C:1]([O:5][C:6]([N:8]1[CH2:15][C@H:14]([OH:16])[CH2:13][C@H:9]1[C:10]([OH:12])=O)=[O:7])([CH3:4])([CH3:3])[CH3:2].ON1C2C=CC=CC=2N=N1.[NH:27]1[CH2:32][CH2:31][O:30][CH2:29][CH2:28]1.Cl.CN(C)CCCN=C=NCC. The catalyst is CN(C)C=O. The product is [OH:16][C@H:14]1[CH2:15][N:8]([C:6]([O:5][C:1]([CH3:2])([CH3:3])[CH3:4])=[O:7])[C@H:9]([C:10]([N:27]2[CH2:32][CH2:31][O:30][CH2:29][CH2:28]2)=[O:12])[CH2:13]1. The yield is 0.690. (2) The reactants are [F:1][C:2]1([F:31])[CH2:7][CH2:6][N:5]([CH2:8][CH2:9][C:10]#[C:11][C:12]2[CH:21]=[C:20]3[C:15]([CH:16]([C:23]4[CH:28]=[CH:27][C:26]([O:29][CH3:30])=[CH:25][CH:24]=4)[CH2:17][N:18]([CH3:22])[CH2:19]3)=[CH:14][CH:13]=2)[CH2:4][CH2:3]1.N#N. The catalyst is CO.CCO.[Pd].[O-]S([O-])(=O)=O.[Ba+2]. The product is [F:31][C:2]1([F:1])[CH2:3][CH2:4][N:5]([CH2:8][CH2:9][CH2:10][CH2:11][C:12]2[CH:21]=[C:20]3[C:15]([CH:16]([C:23]4[CH:24]=[CH:25][C:26]([O:29][CH3:30])=[CH:27][CH:28]=4)[CH2:17][N:18]([CH3:22])[CH2:19]3)=[CH:14][CH:13]=2)[CH2:6][CH2:7]1. The yield is 0.430. (3) The reactants are Cl[CH2:2][C:3]1[CH:25]=[CH:24][C:6]([CH2:7][N:8]2[C:16](=[O:17])[NH:15][C:14]3[C:9]2=[N:10][C:11]([O:19][CH2:20][CH2:21][O:22][CH3:23])=[N:12][C:13]=3[NH2:18])=[CH:5][CH:4]=1.[CH3:26][NH2:27]. The catalyst is CN(C=O)C. The product is [CH3:26][NH:27][CH2:2][C:3]1[CH:25]=[CH:24][C:6]([CH2:7][N:8]2[C:16](=[O:17])[NH:15][C:14]3[C:9]2=[N:10][C:11]([O:19][CH2:20][CH2:21][O:22][CH3:23])=[N:12][C:13]=3[NH2:18])=[CH:5][CH:4]=1. The yield is 0.750. (4) The reactants are [CH3:1][C:2]1[C:12]([N+:13]([O-:15])=[O:14])=[CH:11][C:10]([N+:16]([O-:18])=[O:17])=[CH:9][C:3]=1[C:4]([O:6][CH2:7][CH3:8])=[O:5].C[C:20]([N:22]([CH3:24])[CH3:23])=O. The catalyst is CN(C=O)C. The product is [CH3:20][N:22]([CH3:24])/[CH:23]=[CH:1]/[C:2]1[C:12]([N+:13]([O-:15])=[O:14])=[CH:11][C:10]([N+:16]([O-:18])=[O:17])=[CH:9][C:3]=1[C:4]([O:6][CH2:7][CH3:8])=[O:5]. The yield is 0.480. (5) The reactants are [C:1]([NH:9][C:10]1[S:11][CH2:12][C@@H:13]2[CH2:18][NH:17][CH2:16][C@:14]2([C:19]2[CH:20]=[C:21]([NH:25][C:26]([C:28]3[CH:33]=[CH:32][C:31]([F:34])=[CH:30][N:29]=3)=[O:27])[CH:22]=[CH:23][CH:24]=2)[N:15]=1)(=[O:8])[C:2]1[CH:7]=[CH:6][CH:5]=[CH:4][CH:3]=1.FC(F)(F)C(O)=O.[F:42][C:43]1[CH:44]=[N:45][C:46](Cl)=[N:47][CH:48]=1.C(N(C(C)C)CC)(C)C. The catalyst is CS(C)=O.C(=O)([O-])[O-].[Na+].[Na+]. The product is [C:1]([NH:9][C:10]1[S:11][CH2:12][C@@H:13]2[CH2:18][N:17]([C:46]3[N:47]=[CH:48][C:43]([F:42])=[CH:44][N:45]=3)[CH2:16][C@:14]2([C:19]2[CH:20]=[C:21]([NH:25][C:26]([C:28]3[CH:33]=[CH:32][C:31]([F:34])=[CH:30][N:29]=3)=[O:27])[CH:22]=[CH:23][CH:24]=2)[N:15]=1)(=[O:8])[C:2]1[CH:7]=[CH:6][CH:5]=[CH:4][CH:3]=1. The yield is 0.410. (6) The reactants are [CH:1]1[CH:6]=[C:5]2/[C:7](/C(N[C:4]2=[CH:3][CH:2]=1)=O)=C/C1NC=CC=1.[CH3:17][C:18]([O:23]/N=C(/C(NCC=O)=O)\C1N=C(N)SC=1)([C:20]([OH:22])=O)[CH3:19].N1CC[CH2:41][CH2:40][CH2:39]1.[CH3:44][OH:45]. No catalyst specified. The product is [CH2:7]([O:45][CH2:44][CH2:19][C@@:18]1([CH3:17])[CH2:20][O:22][C:40]([CH3:41])([CH3:39])[O:23]1)[C:5]1[CH:6]=[CH:1][CH:2]=[CH:3][CH:4]=1. The yield is 0.810.